From a dataset of Forward reaction prediction with 1.9M reactions from USPTO patents (1976-2016). Predict the product of the given reaction. (1) Given the reactants [Cl:1][C:2]1[CH:7]=[CH:6][C:5]([C:8]2[C:17]3[C:12](=[CH:13][CH:14]=[C:15]([C:18]([OH:20])=O)[CH:16]=3)[CH:11]=[N:10][CH:9]=2)=[CH:4][CH:3]=1.C(N1C=CN=C1)([N:23]1C=CN=C1)=O.N.CO, predict the reaction product. The product is: [Cl:1][C:2]1[CH:7]=[CH:6][C:5]([C:8]2[C:17]3[C:12](=[CH:13][CH:14]=[C:15]([C:18]([NH2:23])=[O:20])[CH:16]=3)[CH:11]=[N:10][CH:9]=2)=[CH:4][CH:3]=1. (2) Given the reactants [Br:1][C:2]1[CH:7]=[CH:6][C:5]([C@H:8]([NH:13][C@@H:14]([CH2:18][CH:19]([Cl:21])[Cl:20])[C:15]([OH:17])=O)[C:9]([F:12])([F:11])[F:10])=[CH:4][CH:3]=1.Cl.[NH2:23][C:24]1([C:27]#[N:28])[CH2:26][CH2:25]1.CN(C(ON1N=NC2C=CC=NC1=2)=[N+](C)C)C.F[P-](F)(F)(F)(F)F.C(N(CC)CC)C.C([O-])(O)=O.[Na+], predict the reaction product. The product is: [Br:1][C:2]1[CH:3]=[CH:4][C:5]([C@H:8]([NH:13][C@@H:14]([CH2:18][CH:19]([Cl:21])[Cl:20])[C:15]([NH:23][C:24]2([C:27]#[N:28])[CH2:26][CH2:25]2)=[O:17])[C:9]([F:10])([F:11])[F:12])=[CH:6][CH:7]=1. (3) Given the reactants Cl.[NH2:2][C@@H:3]1[CH2:8][CH2:7][C@H:6]([NH:9][C:10]([C:12]2[C:16]3[N:17]=[CH:18][N:19]=[C:20]([C:21]4[CH:26]=[C:25]([C:27]([F:30])([F:29])[F:28])[CH:24]=[CH:23][C:22]=4[O:31][CH2:32][CH:33]4[CH2:35][CH2:34]4)[C:15]=3[NH:14][C:13]=2[CH3:36])=[O:11])[CH2:5][CH2:4]1.[C:37](Cl)(=[O:40])[CH2:38][CH3:39], predict the reaction product. The product is: [CH:33]1([CH2:32][O:31][C:22]2[CH:23]=[CH:24][C:25]([C:27]([F:30])([F:29])[F:28])=[CH:26][C:21]=2[C:20]2[C:15]3[NH:14][C:13]([CH3:36])=[C:12]([C:10]([NH:9][C@H:6]4[CH2:7][CH2:8][C@@H:3]([NH:2][C:37](=[O:40])[CH2:38][CH3:39])[CH2:4][CH2:5]4)=[O:11])[C:16]=3[N:17]=[CH:18][N:19]=2)[CH2:34][CH2:35]1. (4) Given the reactants [CH2:1]([C:3]([CH2:10][CH3:11])([C:7]([O-:9])=[O:8])[C:4]([O-:6])=[O:5])[CH3:2].[H-].[Na+].[CH2:14](Br)[CH2:15][CH2:16][CH2:17][CH2:18][CH2:19][CH2:20][CH3:21], predict the reaction product. The product is: [CH2:10]([C:3]([CH2:1][CH3:2])([C:7]([O:9][CH2:14][CH2:15][CH2:16][CH2:17][CH2:18][CH2:19][CH2:20][CH3:21])=[O:8])[C:4]([O:6][CH2:14][CH2:15][CH2:16][CH2:17][CH2:18][CH2:19][CH2:20][CH3:21])=[O:5])[CH3:11].